Dataset: Forward reaction prediction with 1.9M reactions from USPTO patents (1976-2016). Task: Predict the product of the given reaction. (1) Given the reactants Br[C:2]1[C:3]([CH3:26])=[CH:4][C:5]([CH3:25])=[C:6]([NH:8][C:9](=[O:24])[C:10]2[CH:15]=[CH:14][C:13]([O:16][CH2:17][C:18]3[CH:23]=[CH:22][CH:21]=[CH:20][N:19]=3)=[CH:12][CH:11]=2)[CH:7]=1.[B:27]1([B:27]2[O:31][C:30]([CH3:33])([CH3:32])[C:29]([CH3:35])([CH3:34])[O:28]2)[O:31][C:30]([CH3:33])([CH3:32])[C:29]([CH3:35])([CH3:34])[O:28]1.CC([O-])=O.[K+], predict the reaction product. The product is: [CH3:25][C:5]1[CH:4]=[C:3]([CH3:26])[C:2]([B:27]2[O:31][C:30]([CH3:33])([CH3:32])[C:29]([CH3:35])([CH3:34])[O:28]2)=[CH:7][C:6]=1[NH:8][C:9](=[O:24])[C:10]1[CH:15]=[CH:14][C:13]([O:16][CH2:17][C:18]2[CH:23]=[CH:22][CH:21]=[CH:20][N:19]=2)=[CH:12][CH:11]=1. (2) The product is: [OH:6][N:7]1[C:12](=[O:13])[C:11]2[O:14][C:15]3[CH:20]=[CH:19][CH:18]=[CH:17][C:16]=3[C:10]=2[N:9]([CH:10]([C:16]2[CH:17]=[CH:18][CH:19]=[CH:20][CH:15]=2)[CH3:11])[C:8]1=[O:21]. Given the reactants COC1C=C(OC)C=CC=1C[O:6][N:7]1[C:12](=[O:13])[C:11]2[O:14][C:15]3[CH:20]=[CH:19][CH:18]=[CH:17][C:16]=3[C:10]=2[NH:9][C:8]1=[O:21], predict the reaction product. (3) Given the reactants CN(C(ON1N=NC2C=CC=NC1=2)=[N+](C)C)C.F[P-](F)(F)(F)(F)F.[NH2:25][CH2:26][C:27]1[C:28]([F:44])=[C:29]([O:34][C:35]2[CH:36]=[C:37]([CH:40]=[C:41]([Cl:43])[CH:42]=2)[C:38]#[N:39])[C:30]([Cl:33])=[CH:31][CH:32]=1.[Br:45][C:46]1[C:54]2[C:49](=[CH:50][CH:51]=[C:52]([NH:55][C:56]([O:58][C:59]([CH3:62])([CH3:61])[CH3:60])=[O:57])[CH:53]=2)[NH:48][C:47]=1[C:63](O)=[O:64].C(N(C(C)C)CC)(C)C, predict the reaction product. The product is: [Br:45][C:46]1[C:54]2[C:49](=[CH:50][CH:51]=[C:52]([NH:55][C:56](=[O:57])[O:58][C:59]([CH3:60])([CH3:61])[CH3:62])[CH:53]=2)[NH:48][C:47]=1[C:63]([NH:25][CH2:26][C:27]1[CH:32]=[CH:31][C:30]([Cl:33])=[C:29]([O:34][C:35]2[CH:36]=[C:37]([C:38]#[N:39])[CH:40]=[C:41]([Cl:43])[CH:42]=2)[C:28]=1[F:44])=[O:64]. (4) Given the reactants [CH3:1][S:2]([C:5]1[CH:6]=[CH:7][C:8]2[O:13][CH2:12][C:11](=[O:14])[NH:10][C:9]=2[CH:15]=1)(=[O:4])=[O:3].[H-].[Na+].CS(O[CH2:23][CH2:24][N:25]1[CH2:30][CH2:29][CH:28]([NH:31][C:32]([O:34][C:35]([CH3:38])([CH3:37])[CH3:36])=[O:33])[CH2:27][CH2:26]1)(=O)=O.COC1C=C2C(C=CC(=O)N2CCN2CCC(NC(=O)OC(C)(C)C)CC2)=CC=1, predict the reaction product. The product is: [CH3:1][S:2]([C:5]1[CH:6]=[CH:7][C:8]2[O:13][CH2:12][C:11](=[O:14])[N:10]([CH2:23][CH2:24][N:25]3[CH2:30][CH2:29][CH:28]([NH:31][C:32](=[O:33])[O:34][C:35]([CH3:38])([CH3:37])[CH3:36])[CH2:27][CH2:26]3)[C:9]=2[CH:15]=1)(=[O:3])=[O:4]. (5) Given the reactants [C:1]([O:5][C:6](=[O:39])[NH:7][CH:8]1[CH2:13][CH2:12][CH:11]([NH:14][C:15]2[N:20]=[C:19]3[N:21]([CH2:31][O:32][CH2:33][CH2:34][Si:35]([CH3:38])([CH3:37])[CH3:36])[N:22]=[C:23]([C:24]4[CH:29]=[CH:28][CH:27]=[C:26](Br)[CH:25]=4)[C:18]3=[CH:17][N:16]=2)[CH2:10][CH2:9]1)([CH3:4])([CH3:3])[CH3:2].[Cl:40][C:41]1[CH:48]=[CH:47][CH:46]=[CH:45][C:42]=1[CH2:43][NH2:44].CN(C1C(C2C(P(C3CCCCC3)C3CCCCC3)=CC=CC=2)=CC=CC=1)C.C(O[Na])(C)(C)C, predict the reaction product. The product is: [C:1]([O:5][C:6](=[O:39])[NH:7][CH:8]1[CH2:13][CH2:12][CH:11]([NH:14][C:15]2[N:20]=[C:19]3[N:21]([CH2:31][O:32][CH2:33][CH2:34][Si:35]([CH3:38])([CH3:37])[CH3:36])[N:22]=[C:23]([C:24]4[CH:29]=[CH:28][CH:27]=[C:26]([NH:44][CH2:43][C:42]5[CH:45]=[CH:46][CH:47]=[CH:48][C:41]=5[Cl:40])[CH:25]=4)[C:18]3=[CH:17][N:16]=2)[CH2:10][CH2:9]1)([CH3:4])([CH3:3])[CH3:2]. (6) Given the reactants [Br:1][C:2]1[CH:7]=[CH:6][N:5]=[C:4]([NH:8][NH2:9])[CH:3]=1.[C:10](O)(=O)[CH3:11], predict the reaction product. The product is: [Br:1][C:2]1[CH:7]=[CH:6][N:5]2[C:10]([CH3:11])=[N:9][N:8]=[C:4]2[CH:3]=1. (7) Given the reactants [Cl:1][C:2]1[CH:3]=[C:4]([N:11]2[C:20]3[C:15](=[CH:16][C:17]([S:21]([NH:24][C:25]4[CH:29]=[CH:28][O:27][N:26]=4)(=[O:23])=[O:22])=[CH:18][CH:19]=3)[CH:14]=[CH:13][C:12]2=[O:30])[C:5]([O:9][CH3:10])=[N:6][C:7]=1Cl.[CH:31]1([NH2:36])[CH2:35][CH2:34][CH2:33][CH2:32]1.CCN(C(C)C)C(C)C.CS(C)=O, predict the reaction product. The product is: [Cl:1][C:2]1[CH:3]=[C:4]([N:11]2[C:20]3[C:15](=[CH:16][C:17]([S:21]([NH:24][C:25]4[CH:29]=[CH:28][O:27][N:26]=4)(=[O:23])=[O:22])=[CH:18][CH:19]=3)[CH:14]=[CH:13][C:12]2=[O:30])[C:5]([O:9][CH3:10])=[N:6][C:7]=1[NH:36][CH:31]1[CH2:35][CH2:34][CH2:33][CH2:32]1. (8) Given the reactants ClC1C=C(Cl)C=CC=1C1N=C(CC)C(N[C@H]2[C@@H](OCC)CN(C3SC=CN=3)C2)=NC=1CC.Br[C:34]1[N:39]=[CH:38][CH:37]=[CH:36][N:35]=1.[Cl:40][C:41]1[CH:46]=[C:45]([O:47][CH3:48])[CH:44]=[CH:43][C:42]=1[C:49]1[N:50]=[C:51]([CH2:66][CH3:67])[C:52]([NH:57][C@H:58]2[C@@H:62]([O:63][CH2:64][CH3:65])[CH2:61][NH:60][CH2:59]2)=[N:53][C:54]=1[CH2:55][CH3:56], predict the reaction product. The product is: [Cl:40][C:41]1[CH:46]=[C:45]([O:47][CH3:48])[CH:44]=[CH:43][C:42]=1[C:49]1[N:50]=[C:51]([CH2:66][CH3:67])[C:52]([NH:57][C@H:58]2[C@@H:62]([O:63][CH2:64][CH3:65])[CH2:61][N:60]([C:34]3[N:39]=[CH:38][CH:37]=[CH:36][N:35]=3)[CH2:59]2)=[N:53][C:54]=1[CH2:55][CH3:56]. (9) Given the reactants Cl[CH2:2]Cl.[C:4]([O:8][C:9]([NH:11][C:12]1[CH:17]=[CH:16][C:15]([Cl:18])=[CH:14][C:13]=1[C:19]1[CH:27]=[C:26]2[N:22]([CH:23]([C:28]([OH:30])=[O:29])[CH2:24][CH2:25]2)[C:21](=[O:31])[CH:20]=1)=[O:10])([CH3:7])([CH3:6])[CH3:5].C[Si](C=[N+]=[N-])(C)C.C(=O)([O-])O.[Na+], predict the reaction product. The product is: [C:4]([O:8][C:9]([NH:11][C:12]1[CH:17]=[CH:16][C:15]([Cl:18])=[CH:14][C:13]=1[C:19]1[CH:27]=[C:26]2[N:22]([CH:23]([C:28]([O:30][CH3:2])=[O:29])[CH2:24][CH2:25]2)[C:21](=[O:31])[CH:20]=1)=[O:10])([CH3:7])([CH3:5])[CH3:6].